From a dataset of Catalyst prediction with 721,799 reactions and 888 catalyst types from USPTO. Predict which catalyst facilitates the given reaction. (1) Reactant: [F:1][C:2]1[CH:7]=[C:6]([N+:8]([O-:10])=[O:9])[CH:5]=[CH:4][C:3]=1[NH:11][C:12]1[C:13]2[CH:20]=[CH:19][N:18]([CH2:21][O:22][CH2:23][CH2:24][Si:25]([CH3:28])([CH3:27])[CH3:26])[C:14]=2[N:15]=[CH:16][CH:17]=1.[H-].[Na+].[CH3:31]I.O. Product: [F:1][C:2]1[CH:7]=[C:6]([N+:8]([O-:10])=[O:9])[CH:5]=[CH:4][C:3]=1[N:11]([CH3:31])[C:12]1[C:13]2[CH:20]=[CH:19][N:18]([CH2:21][O:22][CH2:23][CH2:24][Si:25]([CH3:28])([CH3:27])[CH3:26])[C:14]=2[N:15]=[CH:16][CH:17]=1. The catalyst class is: 44. (2) Reactant: [CH2:1](I)[CH3:2].[CH3:4][O:5][CH:6]1[C:11](=[O:12])[NH:10][C:9](=[S:13])[NH:8][C:7]1=[O:14].[OH-].[Na+]. Product: [CH2:1]([S:13][C:9]1[NH:8][C:7](=[O:14])[CH:6]([O:5][CH3:4])[C:11](=[O:12])[N:10]=1)[CH3:2]. The catalyst class is: 6.